Predict the reactants needed to synthesize the given product. From a dataset of Full USPTO retrosynthesis dataset with 1.9M reactions from patents (1976-2016). (1) Given the product [CH3:10][O:11][C:12](=[O:35])[C@H:13]1[O:22][C@H:17]([O:39][CH2:38][C:37]([Cl:41])([Cl:40])[Cl:36])[C@H:16]([O:23][C:24](=[O:26])[CH3:25])[C@@H:15]([O:27][C:28](=[O:30])[CH3:29])[C@@H:14]1[O:31][C:32](=[O:34])[CH3:33], predict the reactants needed to synthesize it. The reactants are: B(F)(F)F.CCOCC.[CH3:10][O:11][C:12](=[O:35])[C@H:13]1[O:22][C@@H:17](OC(=O)C)[C@H:16]([O:23][C:24](=[O:26])[CH3:25])[C@@H:15]([O:27][C:28](=[O:30])[CH3:29])[C@@H:14]1[O:31][C:32](=[O:34])[CH3:33].[Cl:36][C:37]([Cl:41])([Cl:40])[CH2:38][OH:39]. (2) Given the product [F:1][C:2]1[CH:7]=[CH:6][C:5]([C:8]2[C:24]3=[N:25][CH:26]=[CH:27][CH:28]=[C:29]3[N:30]([OH:32])[C:9]=2[C:10]2[CH:15]=[CH:14][N:13]=[CH:12][CH:11]=2)=[CH:4][CH:3]=1, predict the reactants needed to synthesize it. The reactants are: [F:1][C:2]1[CH:7]=[CH:6][C:5]([C:8]([C:24]2[C:29]([N+:30]([O-:32])=O)=[CH:28][CH:27]=[CH:26][N:25]=2)=[C:9](OS(C(F)(F)F)(=O)=O)[C:10]2[CH:15]=[CH:14][N:13]=[CH:12][CH:11]=2)=[CH:4][CH:3]=1.C(=O)(O)[O-].[Na+]. (3) Given the product [CH2:1]([O:8][C:9]1[CH:14]=[CH:13][C:12]([C:15]2[NH:24][C:18]3[N:19]=[CH:20][N:21]=[C:22]([Cl:27])[C:17]=3[CH:16]=2)=[CH:11][CH:10]=1)[C:2]1[CH:7]=[CH:6][CH:5]=[CH:4][CH:3]=1, predict the reactants needed to synthesize it. The reactants are: [CH2:1]([O:8][C:9]1[CH:14]=[CH:13][C:12]([C:15]2[NH:24][C:18]3[N:19]=[CH:20][N:21]=[C:22](O)[C:17]=3[CH:16]=2)=[CH:11][CH:10]=1)[C:2]1[CH:7]=[CH:6][CH:5]=[CH:4][CH:3]=1.P(Cl)(Cl)([Cl:27])=O. (4) Given the product [CH2:1]([C:4]1[CH:5]=[C:6]2[C:10](=[CH:11][CH:12]=1)[NH:9][C:8](=[O:13])[C:7]2=[CH:11][C:10]1[NH:9][CH:8]=[C:7]([CH2:6][CH2:22][C:23]([OH:25])=[O:24])[C:19]=1[CH3:20])[CH3:2], predict the reactants needed to synthesize it. The reactants are: [C:1]([C:4]1[CH:5]=[C:6]2[C:10](=[CH:11][CH:12]=1)[NH:9][C:8](=[O:13])[CH2:7]2)(=O)[CH3:2].C([SiH]([CH2:19][CH3:20])CC)C.F[C:22](F)(F)[C:23]([OH:25])=[O:24]. (5) Given the product [S:1]1[CH:5]=[C:4]([N:6]([S:33]([C:26]2[CH:27]=[C:28]([F:32])[C:29]([F:31])=[CH:30][C:25]=2[F:24])(=[O:35])=[O:34])[C:7](=[O:13])[O:8][C:9]([CH3:10])([CH3:12])[CH3:11])[N:3]=[CH:2]1, predict the reactants needed to synthesize it. The reactants are: [S:1]1[CH:5]=[C:4]([NH:6][C:7](=[O:13])[O:8][C:9]([CH3:12])([CH3:11])[CH3:10])[N:3]=[CH:2]1.C[Si](C)(C)[N-][Si](C)(C)C.[Li+].[F:24][C:25]1[CH:30]=[C:29]([F:31])[C:28]([F:32])=[CH:27][C:26]=1[S:33](Cl)(=[O:35])=[O:34]. (6) Given the product [F:30][CH:2]([F:1])[O:3][CH2:4][C@H:5]([NH:20][C:21](=[O:29])[CH2:22][N:23]1[CH2:28][CH2:27][O:26][CH2:25][CH2:24]1)[C:6]([NH:8][C@@H:9]([CH2:13][C:14]1[CH:19]=[CH:18][CH:17]=[CH:16][CH:15]=1)[C:10]([NH:68][C@H:72]([C:73]([C@@:79]1([CH3:75])[CH2:77][O:78]1)=[O:49])[CH2:74][CH:31]([CH3:36])[CH3:32])=[O:12])=[O:7], predict the reactants needed to synthesize it. The reactants are: [F:1][CH:2]([F:30])[O:3][CH2:4][C@H:5]([NH:20][C:21](=[O:29])[CH2:22][N:23]1[CH2:28][CH2:27][O:26][CH2:25][CH2:24]1)[C:6]([NH:8][C@@H:9]([CH2:13][C:14]1[CH:19]=[CH:18][CH:17]=[CH:16][CH:15]=1)[C:10]([OH:12])=O)=[O:7].[CH:31]1[CH:36]=C2N=NN(O)C2=C[CH:32]=1.O.CN(C([O:49]N1N=NC2C=CC=CC1=2)=[N+](C)C)C.F[P-](F)(F)(F)(F)F.CC[N:68]([CH:72]([CH3:74])[CH3:73])C(C)C.[CH2:75]1[CH2:79][O:78][CH2:77]C1. (7) Given the product [CH:13]1([N:9]2[C:10](=[O:12])[CH2:11][N:7]([CH2:6][C:5]3[CH:17]=[CH:18][C:2]([C:27]4[CH:28]=[C:29]5[C:24](=[CH:25][CH:26]=4)[C:23](=[O:40])[N:22]([CH:19]4[CH2:21][CH2:20]4)[CH2:30]5)=[CH:3][CH:4]=3)[C:8]2=[O:16])[CH2:15][CH2:14]1, predict the reactants needed to synthesize it. The reactants are: Br[C:2]1[CH:18]=[CH:17][C:5]([CH2:6][N:7]2[CH2:11][C:10](=[O:12])[N:9]([CH:13]3[CH2:15][CH2:14]3)[C:8]2=[O:16])=[CH:4][CH:3]=1.[CH:19]1([N:22]2[CH2:30][C:29]3[C:24](=[CH:25][CH:26]=[C:27](B4OC(C)(C)C(C)(C)O4)[CH:28]=3)[C:23]2=[O:40])[CH2:21][CH2:20]1.C1(P(C2CCCCC2)C2CCCCC2)CCCCC1.P([O-])([O-])([O-])=O.[K+].[K+].[K+]. (8) Given the product [ClH:15].[CH3:17][O:5][C:4](=[O:6])[C@H:3]([OH:7])[C@H:2]([NH2:1])[CH2:8][C:9]1[CH:14]=[CH:13][CH:12]=[CH:11][CH:10]=1, predict the reactants needed to synthesize it. The reactants are: [NH2:1][C@H:2]([CH2:8][C:9]1[CH:14]=[CH:13][CH:12]=[CH:11][CH:10]=1)[C@@H:3]([OH:7])[C:4]([OH:6])=[O:5].[Cl:15][Si](C)(C)[CH3:17].